This data is from Forward reaction prediction with 1.9M reactions from USPTO patents (1976-2016). The task is: Predict the product of the given reaction. Given the reactants [CH3:1][C:2]1[CH:8]=[CH:7][C:6]([CH3:9])=[CH:5][C:3]=1[NH2:4].O=[CH:11][C:12]1[CH:20]=[CH:19][C:16]([O:17][CH3:18])=[C:14]([OH:15])[CH:13]=1, predict the reaction product. The product is: [CH3:1][C:2]1[CH:8]=[CH:7][C:6]([CH3:9])=[CH:5][C:3]=1[NH:4][CH2:11][C:12]1[CH:20]=[CH:19][C:16]([O:17][CH3:18])=[C:14]([OH:15])[CH:13]=1.